Predict the product of the given reaction. From a dataset of Forward reaction prediction with 1.9M reactions from USPTO patents (1976-2016). (1) Given the reactants [CH:1]([NH:4][C:5]1[N:10]=[C:9]([C:11]([OH:13])=O)[CH:8]=[C:7]([CH3:14])[N:6]=1)([CH3:3])[CH3:2].C1C=CC2N(O)N=NC=2C=1.C(Cl)CCl.O[NH:30][C:31](=[NH:40])[C:32]1[CH:37]=[CH:36][C:35]([CH:38]=[CH2:39])=[CH:34][CH:33]=1, predict the reaction product. The product is: [CH:1]([NH:4][C:5]1[N:6]=[C:7]([CH3:14])[CH:8]=[C:9]([C:11]2[O:13][N:40]=[C:31]([C:32]3[CH:37]=[CH:36][C:35]([CH:38]=[CH2:39])=[CH:34][CH:33]=3)[N:30]=2)[N:10]=1)([CH3:2])[CH3:3]. (2) Given the reactants [NH2:1][C:2]1[CH:3]=[C:4]([C:8]2[N:13]3[N:14]=[CH:15][C:16]([C:17]([C:19]4[S:20][CH:21]=[CH:22][CH:23]=4)=[O:18])=[C:12]3[N:11]=[CH:10][CH:9]=2)[CH:5]=[CH:6][CH:7]=1.[CH3:24]/[C:25](/[CH:33]=O)=[CH:26]\[C:27]1[CH:32]=[CH:31][CH:30]=[CH:29][CH:28]=1, predict the reaction product. The product is: [CH3:24]/[C:25](=[CH:26]\[C:27]1[CH:32]=[CH:31][CH:30]=[CH:29][CH:28]=1)/[CH2:33][NH:1][C:2]1[CH:3]=[C:4]([C:8]2[N:13]3[N:14]=[CH:15][C:16]([C:17]([C:19]4[S:20][CH:21]=[CH:22][CH:23]=4)=[O:18])=[C:12]3[N:11]=[CH:10][CH:9]=2)[CH:5]=[CH:6][CH:7]=1. (3) Given the reactants [CH:1]([NH:4][C:5]1[O:6][C:7]([C:10]2[CH:11]=[C:12]3[C:16](=[CH:17][CH:18]=2)[N:15]([S:19]([C:22]2[CH:28]=[CH:27][C:25]([CH3:26])=[CH:24][CH:23]=2)(=[O:21])=[O:20])[CH:14]=[C:13]3B2OC(C)(C)C(C)(C)O2)=[N:8][N:9]=1)([CH3:3])[CH3:2].Cl[C:39]1[CH:44]=[N:43][CH:42]=[C:41]([CH:45]2[CH2:47][CH2:46]2)[N:40]=1.C1(P(C2CCCCC2)C2C=CC=CC=2C2C(C(C)C)=CC(C(C)C)=CC=2C(C)C)CCCCC1.[O-]P([O-])([O-])=O.[K+].[K+].[K+], predict the reaction product. The product is: [CH:45]1([C:41]2[N:40]=[C:39]([C:13]3[C:12]4[C:16](=[CH:17][CH:18]=[C:10]([C:7]5[O:6][C:5]([NH:4][CH:1]([CH3:3])[CH3:2])=[N:9][N:8]=5)[CH:11]=4)[N:15]([S:19]([C:22]4[CH:28]=[CH:27][C:25]([CH3:26])=[CH:24][CH:23]=4)(=[O:20])=[O:21])[CH:14]=3)[CH:44]=[N:43][CH:42]=2)[CH2:47][CH2:46]1. (4) Given the reactants [CH3:1][N:2]1[C:6]([S:7][C:8]2[C:17](=[O:18])[C:16]3[C:11](=[CH:12][CH:13]=[CH:14][CH:15]=3)/[C:10](=[N:19]/[S:20]([C:23]3[CH:28]=[CH:27][C:26]([C:29]4[CH:34]=[CH:33][CH:32]=[CH:31][CH:30]=4)=[CH:25][CH:24]=3)(=[O:22])=[O:21])/[CH:9]=2)=[N:5][N:4]=[N:3]1.ClC1C(=O)C2C(=CC=CC=2)/C(=N/S(C2C=CC3C(=CC=CC=3)C=2)(=O)=O)/C=1.SC1N=CNN=1, predict the reaction product. The product is: [NH:4]1[CH:1]=[N:2][C:6]([S:7][C:8]2[C:17](=[O:18])[C:16]3[C:11](=[CH:12][CH:13]=[CH:14][CH:15]=3)/[C:10](=[N:19]/[S:20]([C:23]3[CH:28]=[CH:27][C:26]4[C:25](=[CH:32][CH:31]=[CH:30][CH:29]=4)[CH:24]=3)(=[O:21])=[O:22])/[CH:9]=2)=[N:5]1.[CH3:1][N:2]1[C:6]([S:7][C:8]2[C:17](=[O:18])[C:16]3[C:11](=[CH:12][CH:13]=[CH:14][CH:15]=3)/[C:10](=[N:19]/[S:20]([C:23]3[CH:28]=[CH:27][C:26]([C:29]4[CH:34]=[CH:33][CH:32]=[CH:31][CH:30]=4)=[CH:25][CH:24]=3)(=[O:21])=[O:22])/[CH:9]=2)=[N:5][N:4]=[N:3]1.